Dataset: CYP2D6 inhibition data for predicting drug metabolism from PubChem BioAssay. Task: Regression/Classification. Given a drug SMILES string, predict its absorption, distribution, metabolism, or excretion properties. Task type varies by dataset: regression for continuous measurements (e.g., permeability, clearance, half-life) or binary classification for categorical outcomes (e.g., BBB penetration, CYP inhibition). Dataset: cyp2d6_veith. The compound is Cc1cc2ccccc2n1CCNC(=O)C1CCCC1. The result is 1 (inhibitor).